From a dataset of Reaction yield outcomes from USPTO patents with 853,638 reactions. Predict the reaction yield, written as a fraction of the theoretical maximum amount of product (1.0 means a 100% yield; for example, 0.34 means a 34% yield). The reactants are C([O-])=O.[NH4+].C([N:12]1[CH2:17][CH2:16][C:15]2([C:25]3[C:20](=[CH:21][CH:22]=[CH:23][C:24]=3[CH2:26][NH:27][C:28](=[O:34])[O:29][C:30]([CH3:33])([CH3:32])[CH3:31])[N:19]([C:35]3[C:36]4[C@H:43]([CH3:44])[CH2:42][CH2:41][C:37]=4[N:38]=[CH:39][N:40]=3)[CH2:18]2)[CH2:14][CH2:13]1)C1C=CC=CC=1. The catalyst is CO.[Pd]. The product is [CH3:44][C@H:43]1[C:36]2[C:35]([N:19]3[C:20]4[C:25](=[C:24]([CH2:26][NH:27][C:28](=[O:34])[O:29][C:30]([CH3:33])([CH3:32])[CH3:31])[CH:23]=[CH:22][CH:21]=4)[C:15]4([CH2:14][CH2:13][NH:12][CH2:17][CH2:16]4)[CH2:18]3)=[N:40][CH:39]=[N:38][C:37]=2[CH2:41][CH2:42]1. The yield is 0.780.